This data is from Full USPTO retrosynthesis dataset with 1.9M reactions from patents (1976-2016). The task is: Predict the reactants needed to synthesize the given product. Given the product [O:1]1[C:6]2[CH:7]=[CH:8][C:9]([CH2:11][N:12]([CH2:13][CH2:14][N:15]3[CH2:19][CH2:18][CH2:17][CH:16]3[C:20]3[CH:25]=[C:24]([CH3:26])[N:23]=[C:22]([N:27]4[CH:31]=[CH:30][N:29]=[CH:28]4)[N:21]=3)[CH3:34])=[CH:10][C:5]=2[O:4][CH2:3][CH2:2]1, predict the reactants needed to synthesize it. The reactants are: [O:1]1[C:6]2[CH:7]=[CH:8][C:9]([CH2:11][NH:12][CH2:13][CH2:14][N:15]3[CH2:19][CH2:18][CH2:17][CH:16]3[C:20]3[CH:25]=[C:24]([CH3:26])[N:23]=[C:22]([N:27]4[CH:31]=[CH:30][N:29]=[CH:28]4)[N:21]=3)=[CH:10][C:5]=2[O:4][CH2:3][CH2:2]1.C=O.[C:34](O)(=O)C.C(O[BH-](OC(=O)C)OC(=O)C)(=O)C.[Na+].